Dataset: NCI-60 drug combinations with 297,098 pairs across 59 cell lines. Task: Regression. Given two drug SMILES strings and cell line genomic features, predict the synergy score measuring deviation from expected non-interaction effect. (1) Drug 1: CC1CCC2CC(C(=CC=CC=CC(CC(C(=O)C(C(C(=CC(C(=O)CC(OC(=O)C3CCCCN3C(=O)C(=O)C1(O2)O)C(C)CC4CCC(C(C4)OC)O)C)C)O)OC)C)C)C)OC. Drug 2: C(CCl)NC(=O)N(CCCl)N=O. Cell line: MDA-MB-231. Synergy scores: CSS=29.8, Synergy_ZIP=-10.2, Synergy_Bliss=-4.49, Synergy_Loewe=0.935, Synergy_HSA=1.02. (2) Drug 1: CCC1=CC2CC(C3=C(CN(C2)C1)C4=CC=CC=C4N3)(C5=C(C=C6C(=C5)C78CCN9C7C(C=CC9)(C(C(C8N6C)(C(=O)OC)O)OC(=O)C)CC)OC)C(=O)OC.C(C(C(=O)O)O)(C(=O)O)O. Drug 2: C1=NC2=C(N1)C(=S)N=C(N2)N. Cell line: COLO 205. Synergy scores: CSS=76.2, Synergy_ZIP=-0.674, Synergy_Bliss=-1.60, Synergy_Loewe=-1.34, Synergy_HSA=1.65. (3) Drug 1: CS(=O)(=O)C1=CC(=C(C=C1)C(=O)NC2=CC(=C(C=C2)Cl)C3=CC=CC=N3)Cl. Drug 2: CNC(=O)C1=CC=CC=C1SC2=CC3=C(C=C2)C(=NN3)C=CC4=CC=CC=N4. Cell line: UACC-257. Synergy scores: CSS=1.85, Synergy_ZIP=1.72, Synergy_Bliss=4.07, Synergy_Loewe=1.09, Synergy_HSA=1.44. (4) Drug 1: C1=C(C(=O)NC(=O)N1)N(CCCl)CCCl. Drug 2: CC1CCC2CC(C(=CC=CC=CC(CC(C(=O)C(C(C(=CC(C(=O)CC(OC(=O)C3CCCCN3C(=O)C(=O)C1(O2)O)C(C)CC4CCC(C(C4)OC)OCCO)C)C)O)OC)C)C)C)OC. Cell line: MDA-MB-231. Synergy scores: CSS=28.8, Synergy_ZIP=-1.07, Synergy_Bliss=-0.784, Synergy_Loewe=3.19, Synergy_HSA=4.38.